Regression. Given two drug SMILES strings and cell line genomic features, predict the synergy score measuring deviation from expected non-interaction effect. From a dataset of NCI-60 drug combinations with 297,098 pairs across 59 cell lines. Drug 1: CC1=CC2C(CCC3(C2CCC3(C(=O)C)OC(=O)C)C)C4(C1=CC(=O)CC4)C. Drug 2: CC12CCC3C(C1CCC2OP(=O)(O)O)CCC4=C3C=CC(=C4)OC(=O)N(CCCl)CCCl.[Na+]. Cell line: NCI/ADR-RES. Synergy scores: CSS=-1.37, Synergy_ZIP=-0.0781, Synergy_Bliss=-1.75, Synergy_Loewe=-2.56, Synergy_HSA=-2.30.